Predict the reactants needed to synthesize the given product. From a dataset of Full USPTO retrosynthesis dataset with 1.9M reactions from patents (1976-2016). (1) Given the product [N:10]1[C:2]([O:37][CH2:36][C:35]2[C:26]([C:21]3[CH:22]=[CH:23][CH:24]=[CH:25][C:20]=3[Cl:19])=[N:27][C:28]3[C:33]([CH:34]=2)=[CH:32][CH:31]=[CH:30][C:29]=3[CH3:38])=[C:3]2[C:7]([NH:6][CH:5]=[N:4]2)=[N:8][CH:9]=1, predict the reactants needed to synthesize it. The reactants are: Cl[C:2]1[N:10]=[CH:9][N:8]=[C:7]2[C:3]=1[NH:4][CH:5]=[N:6]2.N12CCN(CC1)CC2.[Cl:19][C:20]1[CH:25]=[CH:24][CH:23]=[CH:22][C:21]=1[C:26]1[C:35]([CH2:36][OH:37])=[CH:34][C:33]2[C:28](=[C:29]([CH3:38])[CH:30]=[CH:31][CH:32]=2)[N:27]=1.[H-].[Na+]. (2) Given the product [NH:1]1[C:9]2[C:4](=[CH:5][C:6]([CH:10]([C:22]3[CH:23]=[CH:24][CH:25]=[CH:26][CH:27]=3)[CH:11]([C:16]3[CH:21]=[CH:20][CH:19]=[CH:18][CH:17]=3)[C:12]([OH:14])=[O:13])=[CH:7][CH:8]=2)[CH:3]=[N:2]1, predict the reactants needed to synthesize it. The reactants are: [NH:1]1[C:9]2[C:4](=[CH:5][C:6]([CH:10]([C:22]3[CH:27]=[CH:26][CH:25]=[CH:24][CH:23]=3)[CH:11]([C:16]3[CH:21]=[CH:20][CH:19]=[CH:18][CH:17]=3)[C:12]([O:14]C)=[O:13])=[CH:7][CH:8]=2)[CH:3]=[N:2]1.Cl. (3) Given the product [NH:31]1[C:4]([C:2]([NH:6][S:7]([C:10]2[CH:15]=[CH:14][C:13]([C:16]3[CH:21]=[CH:20][C:19]([NH:22][C:23](=[O:30])[C:24]4[CH:25]=[CH:26][CH:27]=[CH:28][CH:29]=4)=[CH:18][CH:17]=3)=[CH:12][CH:11]=2)(=[O:9])=[O:8])([CH3:1])[CH3:3])=[CH:5][N:33]=[N:32]1, predict the reactants needed to synthesize it. The reactants are: [CH3:1][C:2]([NH:6][S:7]([C:10]1[CH:15]=[CH:14][C:13]([C:16]2[CH:21]=[CH:20][C:19]([NH:22][C:23](=[O:30])[C:24]3[CH:29]=[CH:28][CH:27]=[CH:26][CH:25]=3)=[CH:18][CH:17]=2)=[CH:12][CH:11]=1)(=[O:9])=[O:8])([C:4]#[CH:5])[CH3:3].[N:31]([Si](C)(C)C)=[N+:32]=[N-:33]. (4) Given the product [CH:33]([C:25]1[CH:26]=[C:27]([CH:31]=[CH:32][C:24]=1[O:23][CH2:16][C:17]1[CH:18]=[CH:19][CH:20]=[CH:21][CH:22]=1)[C:28]([N:11]1[C:12]2[C:8](=[C:7]([N+:13]([O-:15])=[O:14])[CH:6]=[CH:5][C:4]=2[CH3:3])[CH:9]=[CH:10]1)=[O:29])([CH3:35])[CH3:34], predict the reactants needed to synthesize it. The reactants are: [H-].[Na+].[CH3:3][C:4]1[CH:5]=[CH:6][C:7]([N+:13]([O-:15])=[O:14])=[C:8]2[C:12]=1[NH:11][CH:10]=[CH:9]2.[CH2:16]([O:23][C:24]1[CH:32]=[CH:31][C:27]([C:28](Cl)=[O:29])=[CH:26][C:25]=1[CH:33]([CH3:35])[CH3:34])[C:17]1[CH:22]=[CH:21][CH:20]=[CH:19][CH:18]=1. (5) Given the product [CH3:1][O:2][C:3]([C:5]1[CH:14]=[C:13]([C:49]#[C:48][CH2:47][NH:46][C:39]([O:41][C:42]([CH3:45])([CH3:44])[CH3:43])=[O:40])[C:12]2[C:7](=[C:8]([O:23][CH2:24][C:25]3[CH:30]=[CH:29][CH:28]=[CH:27][CH:26]=3)[CH:9]=[CH:10][CH:11]=2)[N:6]=1)=[O:4], predict the reactants needed to synthesize it. The reactants are: [CH3:1][O:2][C:3]([C:5]1[CH:14]=[C:13](OS(C(F)(F)F)(=O)=O)[C:12]2[C:7](=[C:8]([O:23][CH2:24][C:25]3[CH:30]=[CH:29][CH:28]=[CH:27][CH:26]=3)[CH:9]=[CH:10][CH:11]=2)[N:6]=1)=[O:4].C1(C#C)C=CC=CC=1.[C:39]([NH:46][CH2:47][C:48]#[CH:49])([O:41][C:42]([CH3:45])([CH3:44])[CH3:43])=[O:40].